Dataset: Full USPTO retrosynthesis dataset with 1.9M reactions from patents (1976-2016). Task: Predict the reactants needed to synthesize the given product. (1) Given the product [Cl:1][C:2]1[C:3]([N+:13]([O-:15])=[O:14])=[C:4]2[C:9](=[CH:10][CH:11]=1)[N:8]=[CH:7][C:6]([CH3:12])=[CH:5]2, predict the reactants needed to synthesize it. The reactants are: [Cl:1][C:2]1[CH:3]=[C:4]2[C:9](=[CH:10][CH:11]=1)[N:8]=[CH:7][C:6]([CH3:12])=[CH:5]2.[N+:13]([O-])([O-:15])=[O:14].[K+].N. (2) Given the product [CH:1]1([N:7]2[CH2:13][C:12]([F:14])([F:15])[C:11](=[O:16])[N:10]([CH3:17])[C:9]3[CH:18]=[N:19][C:20]([NH:22][C:23]4[CH:31]=[CH:30][C:26]([C:27]([NH:36][CH3:34])=[O:28])=[CH:25][C:24]=4[O:32][CH3:33])=[N:21][C:8]2=3)[CH2:2][CH2:3][CH2:4][CH2:5][CH2:6]1, predict the reactants needed to synthesize it. The reactants are: [CH:1]1([N:7]2[CH2:13][C:12]([F:15])([F:14])[C:11](=[O:16])[N:10]([CH3:17])[C:9]3[CH:18]=[N:19][C:20]([NH:22][C:23]4[CH:31]=[CH:30][C:26]([C:27](O)=[O:28])=[CH:25][C:24]=4[O:32][CH3:33])=[N:21][C:8]2=3)[CH2:6][CH2:5][CH2:4][CH2:3][CH2:2]1.[CH2:34]([N:36](CC)CC)C.F[P-](F)(F)(F)(F)F.CN(C(N(C)C)=[N+]1C2C(=NC=CC=2)[N+]([O-])=N1)C.Cl.CN. (3) Given the product [CH2:1]([O:8][C:9]1[CH:19]=[CH:18][C:12]([O:13][CH2:14][C@@H:15]([OH:16])[CH2:17][NH:30][C@@H:31]([CH2:34][C:35]2[CH:36]=[CH:37][C:38]([O:41][CH2:1][C:2]3[CH:7]=[CH:6][CH:5]=[CH:4][CH:3]=3)=[CH:39][CH:40]=2)[CH2:32][OH:33])=[CH:11][C:10]=1[N+:20]([O-:22])=[O:21])[C:2]1[CH:7]=[CH:6][CH:5]=[CH:4][CH:3]=1, predict the reactants needed to synthesize it. The reactants are: [CH2:1]([O:8][C:9]1[CH:19]=[CH:18][C:12]([O:13][CH2:14][C@@H:15]2[CH2:17][O:16]2)=[CH:11][C:10]=1[N+:20]([O-:22])=[O:21])[C:2]1[CH:7]=[CH:6][CH:5]=[CH:4][CH:3]=1.C([NH:30][C@@H:31]([CH2:34][C:35]1[CH:40]=[CH:39][C:38]([OH:41])=[CH:37][CH:36]=1)[CH2:32][OH:33])C1C=CC=CC=1. (4) Given the product [C:26]([C:23]1[CH:24]=[CH:25][C:20]([N:8]2[C:9]([C:12]3[CH:17]=[CH:16][C:15]([O:18][CH3:19])=[CH:14][CH:13]=3)=[CH:10][CH:11]=[C:7]2[CH2:6][CH2:5][C:4]([OH:30])=[O:3])=[C:21]([CH3:29])[CH:22]=1)(=[O:28])[NH2:27], predict the reactants needed to synthesize it. The reactants are: C([O:3][C:4](=[O:30])[CH2:5][CH2:6][C:7]1[N:8]([C:20]2[CH:25]=[CH:24][C:23]([C:26](=[O:28])[NH2:27])=[CH:22][C:21]=2[CH3:29])[C:9]([C:12]2[CH:17]=[CH:16][C:15]([O:18][CH3:19])=[CH:14][CH:13]=2)=[CH:10][CH:11]=1)C.O.[OH-].[Na+]. (5) Given the product [N:12]1[CH:13]=[CH:14][CH:15]=[C:10]([CH:9]=[CH:39][C:32]2[C:33]3[C:38](=[CH:37][CH:36]=[CH:35][CH:34]=3)[C:29](=[O:28])[NH:30][CH:31]=2)[CH:11]=1, predict the reactants needed to synthesize it. The reactants are: [Cl-].C1([P+](C2C=CC=CC=2)(C2C=CC=CC=2)[CH2:9][C:10]2[CH:11]=[N:12][CH:13]=[CH:14][CH:15]=2)C=CC=CC=1.[O:28]=[C:29]1[C:38]2[C:33](=[CH:34][CH:35]=[CH:36][CH:37]=2)[C:32]([CH:39]=O)=[CH:31][NH:30]1.O. (6) Given the product [Cl:1][C:2]1[N:7]=[C:6]([NH:8][C:9]2[N:14]=[CH:13][C:12]3[C:15]([C:21]4[CH:22]=[N:23][N:24]([CH2:26][C:27]([NH:67][CH:65]5[CH2:66][O:63][CH2:64]5)=[O:29])[CH:25]=4)=[CH:16][N:17]([CH:18]([CH3:20])[CH3:19])[C:11]=3[CH:10]=2)[CH:5]=[CH:4][N:3]=1, predict the reactants needed to synthesize it. The reactants are: [Cl:1][C:2]1[N:7]=[C:6]([NH:8][C:9]2[N:14]=[CH:13][C:12]3[C:15]([C:21]4[CH:22]=[N:23][N:24]([CH2:26][C:27]([OH:29])=O)[CH:25]=4)=[CH:16][N:17]([CH:18]([CH3:20])[CH3:19])[C:11]=3[CH:10]=2)[CH:5]=[CH:4][N:3]=1.CN(C(ON1N=NC2C=CC=CC1=2)=[N+](C)C)C.F[P-](F)(F)(F)(F)F.C(N(CC)C(C)C)(C)C.[O:63]1[CH2:66][CH:65]([NH2:67])[CH2:64]1. (7) Given the product [F:26][C:17]1[CH:18]=[CH:19][CH:20]=[C:21]([C:22]([F:24])([F:25])[F:23])[C:16]=1[CH2:15][C:14]([CH:11]1[CH2:10][CH2:9][NH:8][CH2:13][CH2:12]1)=[O:27], predict the reactants needed to synthesize it. The reactants are: C([N:8]1[CH2:13][CH2:12][CH:11]([C:14](=[O:27])[CH2:15][C:16]2[C:21]([C:22]([F:25])([F:24])[F:23])=[CH:20][CH:19]=[CH:18][C:17]=2[F:26])[CH2:10][CH2:9]1)C1C=CC=CC=1. (8) The reactants are: [C:1]([O:9][C@@H:10]1[C@H:15]2[NH:16][C:17](=[O:19])[O:18][C@H:14]2[CH2:13][C@H:12]([CH:20]=[O:21])[C@H:11]1[O:22][C:23](=[O:30])[C:24]1[CH:29]=[CH:28][CH:27]=[CH:26][CH:25]=1)(=[O:8])[C:2]1[CH:7]=[CH:6][CH:5]=[CH:4][CH:3]=1.[C:31](Cl)(=[O:33])[CH3:32].CCN(C(C)C)C(C)C. Given the product [C:1]([O:9][C@@H:10]1[C@H:15]2[N:16]([C:31](=[O:33])[CH3:32])[C:17](=[O:19])[O:18][C@H:14]2[CH2:13][C@H:12]([CH:20]=[O:21])[C@H:11]1[O:22][C:23](=[O:30])[C:24]1[CH:25]=[CH:26][CH:27]=[CH:28][CH:29]=1)(=[O:8])[C:2]1[CH:7]=[CH:6][CH:5]=[CH:4][CH:3]=1, predict the reactants needed to synthesize it. (9) Given the product [Br:20][C:21]1[N:22]=[C:23]([CH2:26][O:18][C:15]2[CH:16]=[CH:17][N:12]([C:7]3[CH:6]=[CH:5][C:4]4[C:9](=[C:10]([CH3:11])[N:2]([CH3:1])[N:3]=4)[CH:8]=3)[C:13](=[O:19])[CH:14]=2)[S:24][CH:25]=1, predict the reactants needed to synthesize it. The reactants are: [CH3:1][N:2]1[C:10]([CH3:11])=[C:9]2[C:4]([CH:5]=[CH:6][C:7]([N:12]3[CH:17]=[CH:16][C:15]([OH:18])=[CH:14][C:13]3=[O:19])=[CH:8]2)=[N:3]1.[Br:20][C:21]1[N:22]=[C:23]([CH2:26]O)[S:24][CH:25]=1.C1(P(C2C=CC=CC=2)C2C=CC=CC=2)C=CC=CC=1.O. (10) Given the product [CH3:36][N:2]([CH3:1])[CH:3]1[CH2:4][N:5]([C:7]2[CH:8]=[C:9]([O:34][CH3:35])[C:10]([NH:16][C:17]3[N:22]=[C:21]([C:23]4[C:31]5[C:26](=[CH:27][CH:28]=[CH:29][CH:30]=5)[N:25]([CH3:32])[CH:24]=4)[C:20]([CH3:33])=[CH:19][N:18]=3)=[CH:11][C:12]=2[NH2:13])[CH2:6]1, predict the reactants needed to synthesize it. The reactants are: [CH3:1][N:2]([CH3:36])[CH:3]1[CH2:6][N:5]([C:7]2[C:12]([N+:13]([O-])=O)=[CH:11][C:10]([NH:16][C:17]3[N:22]=[C:21]([C:23]4[C:31]5[C:26](=[CH:27][CH:28]=[CH:29][CH:30]=5)[N:25]([CH3:32])[CH:24]=4)[C:20]([CH3:33])=[CH:19][N:18]=3)=[C:9]([O:34][CH3:35])[CH:8]=2)[CH2:4]1.[NH4+].[Cl-].